Dataset: Full USPTO retrosynthesis dataset with 1.9M reactions from patents (1976-2016). Task: Predict the reactants needed to synthesize the given product. (1) Given the product [Cl:1][C:2]1[C:3]2[CH:10]=[C:9]([I:11])[NH:8][C:4]=2[N:5]=[CH:6][N:7]=1, predict the reactants needed to synthesize it. The reactants are: [Cl:1][C:2]1[C:3]2[CH:10]=[C:9]([I:11])[N:8](S(C3C=CC=CC=3)(=O)=O)[C:4]=2[N:5]=[CH:6][N:7]=1.[OH-].[Na+]. (2) The reactants are: [CH3:1][C:2]1([C:7]2[CH:12]=[CH:11][C:10]([C:13]3[N:33](COCC[Si](C)(C)C)[C:16]4=[N:17][CH:18]=[C:19]([N:21]([CH2:29][C:30](=O)[CH3:31])C(=O)OC(C)(C)C)[N:20]=[C:15]4[CH:14]=3)=[CH:9][CH:8]=2)OCC[O:3]1.C(O)(C(F)(F)F)=O.C(OC(C(F)(F)F)=O)(C(F)(F)F)=O. Given the product [CH3:31][C:30]1[N:20]2[C:15]3[CH:14]=[C:13]([C:10]4[CH:9]=[CH:8][C:7]([C:2](=[O:3])[CH3:1])=[CH:12][CH:11]=4)[NH:33][C:16]=3[N:17]=[CH:18][C:19]2=[N:21][CH:29]=1, predict the reactants needed to synthesize it.